From a dataset of Full USPTO retrosynthesis dataset with 1.9M reactions from patents (1976-2016). Predict the reactants needed to synthesize the given product. (1) Given the product [C:1]1([N:7]([CH2:22][CH2:23][C:24]([O:26][CH2:27][CH3:28])=[O:25])[S:8]([C:11]2[CH:16]=[CH:15][C:14]3[N:17]([CH3:18])[C:41]([CH2:40][NH:39][C:36]4[CH:35]=[CH:34][C:33]([C:31]#[N:32])=[CH:38][CH:37]=4)=[N:19][C:13]=3[CH:12]=2)(=[O:9])=[O:10])[CH:2]=[CH:3][CH:4]=[CH:5][CH:6]=1, predict the reactants needed to synthesize it. The reactants are: [C:1]1([N:7]([CH2:22][CH2:23][C:24]([O:26][CH2:27][CH3:28])=[O:25])[S:8]([C:11]2[CH:16]=[CH:15][C:14]([NH:17][CH3:18])=[C:13]([N+:19]([O-])=O)[CH:12]=2)(=[O:10])=[O:9])[CH:6]=[CH:5][CH:4]=[CH:3][CH:2]=1.[H][H].[C:31]([C:33]1[CH:38]=[CH:37][C:36]([NH:39][CH2:40][C:41](O)=O)=[CH:35][CH:34]=1)#[N:32].P(Cl)(Cl)(Cl)=O. (2) Given the product [CH2:30]([O:29][C:27]([CH:17]1[C:18]2[NH:19][C:20]3[CH:21]=[CH:22][CH:23]=[CH:24][C:25]=3[C:26]=2[CH2:13][CH2:14][NH:15][CH2:16]1)=[O:28])[CH3:31], predict the reactants needed to synthesize it. The reactants are: FC1C=C(C=CC=1F)C(Cl)=O.C[C:13]1(C)[C:26]2[C:25]3[CH:24]=[CH:23][CH:22]=[CH:21][C:20]=3[NH:19][C:18]=2[CH:17]([C:27]([O:29][CH2:30][CH3:31])=[O:28])[CH2:16][NH:15][CH2:14]1. (3) Given the product [F:3][C:4]([F:18])([CH3:17])[CH2:5][CH2:6][CH2:7][CH2:8][C:9]1[O:10][CH:11]=[C:12]([C:14]([Cl:27])=[O:15])[N:13]=1, predict the reactants needed to synthesize it. The reactants are: N#N.[F:3][C:4]([F:18])([CH3:17])[CH2:5][CH2:6][CH2:7][CH2:8][C:9]1[O:10][CH:11]=[C:12]([C:14](O)=[O:15])[N:13]=1.CN(C=O)C.C(Cl)(=O)C([Cl:27])=O. (4) Given the product [Br:1][C:2]1[CH:3]=[N:4][CH:5]=[CH:6][C:7]=1[N:9]1[CH2:17][CH2:16][CH:12]([C:13]([NH2:15])=[O:14])[CH2:11][CH2:10]1, predict the reactants needed to synthesize it. The reactants are: [Br:1][C:2]1[CH:3]=[N:4][CH:5]=[CH:6][C:7]=1Cl.[NH:9]1[CH2:17][CH2:16][CH:12]([C:13]([NH2:15])=[O:14])[CH2:11][CH2:10]1.C(N(CC)CC)C.